Dataset: NCI-60 drug combinations with 297,098 pairs across 59 cell lines. Task: Regression. Given two drug SMILES strings and cell line genomic features, predict the synergy score measuring deviation from expected non-interaction effect. Drug 1: CCC1=CC2CC(C3=C(CN(C2)C1)C4=CC=CC=C4N3)(C5=C(C=C6C(=C5)C78CCN9C7C(C=CC9)(C(C(C8N6C)(C(=O)OC)O)OC(=O)C)CC)OC)C(=O)OC.C(C(C(=O)O)O)(C(=O)O)O. Drug 2: CC(CN1CC(=O)NC(=O)C1)N2CC(=O)NC(=O)C2. Cell line: OVCAR-5. Synergy scores: CSS=58.6, Synergy_ZIP=-3.37, Synergy_Bliss=1.13, Synergy_Loewe=-46.7, Synergy_HSA=2.70.